The task is: Predict the product of the given reaction.. This data is from Forward reaction prediction with 1.9M reactions from USPTO patents (1976-2016). (1) Given the reactants [CH2:1]([O:3][C:4]([C:6]1[C:15](=[O:16])[C:14]2[C:9](=[C:10]([O:19][CH2:20][CH2:21][C@H:22]3[CH2:26][C@@H:25]([O:27][Si:28]([C:31]([CH3:34])([CH3:33])[CH3:32])([CH3:30])[CH3:29])[CH2:24][N:23]3C(OCC3C=CC=CC=3)=O)[C:11]([F:18])=[C:12]([F:17])[CH:13]=2)[N:8]([CH:45]2[CH2:47][CH2:46]2)[CH:7]=1)=[O:5])[CH3:2], predict the reaction product. The product is: [Si:28]([O:27][C@H:25]1[CH2:24][NH:23][C@@H:22]([CH2:21][CH2:20][O:19][C:10]2[C:11]([F:18])=[C:12]([F:17])[CH:13]=[C:14]3[C:9]=2[N:8]([CH:45]2[CH2:47][CH2:46]2)[CH:7]=[C:6]([C:4]([O:3][CH2:1][CH3:2])=[O:5])[C:15]3=[O:16])[CH2:26]1)([C:31]([CH3:32])([CH3:33])[CH3:34])([CH3:29])[CH3:30]. (2) The product is: [OH:2][C:3]1[CH:4]=[C:5]([C:11]([C@@H:13]2[C@:22]3([CH3:23])[C@H:17]([C:18]([CH3:25])([CH3:24])[CH2:19][CH2:20][CH2:21]3)[CH2:16][C@@H:15]([NH:26][C:27]([C:29]3[CH:38]=[CH:37][C:36]4[C:31](=[CH:32][CH:33]=[CH:34][CH:35]=4)[CH:30]=3)=[O:28])[C@H:14]2[CH3:39])=[O:12])[CH:6]=[C:7]([OH:9])[CH:8]=1. Given the reactants C[O:2][C:3]1[CH:4]=[C:5]([C:11]([C@@H:13]2[C@:22]3([CH3:23])[C@H:17]([C:18]([CH3:25])([CH3:24])[CH2:19][CH2:20][CH2:21]3)[CH2:16][C@@H:15]([NH:26][C:27]([C:29]3[CH:38]=[CH:37][C:36]4[C:31](=[CH:32][CH:33]=[CH:34][CH:35]=4)[CH:30]=3)=[O:28])[C@H:14]2[CH3:39])=[O:12])[CH:6]=[C:7]([O:9]C)[CH:8]=1.B(Br)(Br)Br.CO, predict the reaction product. (3) Given the reactants CS(O)(=O)=O.O=P12OP3(OP(OP(O3)(O1)=O)(=O)O2)=O.[CH2:20]([O:22][C:23](=[O:37])[C:24]([NH:26][CH2:27][CH2:28][C:29]1[CH:34]=[CH:33][CH:32]=[C:31]([O:35][CH3:36])[CH:30]=1)=O)[CH3:21].C([O-])([O-])=O.[K+].[K+], predict the reaction product. The product is: [CH3:36][O:35][C:31]1[CH:30]=[C:29]2[C:34](=[CH:33][CH:32]=1)[C:24]([C:23]([O:22][CH2:20][CH3:21])=[O:37])=[N:26][CH2:27][CH2:28]2.